From a dataset of Catalyst prediction with 721,799 reactions and 888 catalyst types from USPTO. Predict which catalyst facilitates the given reaction. The catalyst class is: 27. Reactant: C([O:5][C:6](=[O:44])[CH2:7][N:8]1[C:12](=[O:13])[CH:11]([CH2:14][C:15]2[CH:20]=[CH:19][C:18]([N:21]3[CH2:26][CH2:25][CH:24]([NH:27][CH2:28][C@H:29]([OH:42])[C:30]4[CH:35]=[CH:34][C:33]([OH:36])=[C:32]([NH:37][S:38]([CH3:41])(=[O:40])=[O:39])[CH:31]=4)[CH2:23][CH2:22]3)=[CH:17][CH:16]=2)[S:10][C:9]1=[O:43])(C)(C)C.ClCCl.FC(F)(F)C(O)=O. Product: [OH:42][C@H:29]([C:30]1[CH:35]=[CH:34][C:33]([OH:36])=[C:32]([NH:37][S:38]([CH3:41])(=[O:39])=[O:40])[CH:31]=1)[CH2:28][NH:27][CH:24]1[CH2:25][CH2:26][N:21]([C:18]2[CH:17]=[CH:16][C:15]([CH2:14][CH:11]3[S:10][C:9](=[O:43])[N:8]([CH2:7][C:6]([OH:44])=[O:5])[C:12]3=[O:13])=[CH:20][CH:19]=2)[CH2:22][CH2:23]1.